This data is from Full USPTO retrosynthesis dataset with 1.9M reactions from patents (1976-2016). The task is: Predict the reactants needed to synthesize the given product. (1) Given the product [CH2:19]([O:18][C:16]([N:14]1[CH2:13][C@@H:10]2[C@@H:9]([NH:8][CH2:12][CH2:11]2)[CH2:15]1)=[O:17])[C:20]1[CH:21]=[CH:22][CH:23]=[CH:24][CH:25]=1, predict the reactants needed to synthesize it. The reactants are: C(OC([N:8]1[CH2:12][CH2:11][C@@H:10]2[CH2:13][N:14]([C:16]([O:18][CH2:19][C:20]3[CH:25]=[CH:24][CH:23]=[CH:22][CH:21]=3)=[O:17])[CH2:15][C@H:9]12)=O)(C)(C)C.FC(F)(F)C(O)=O. (2) The reactants are: [N+:1]([C:4]1[CH:11]=[CH:10][C:9]([C:12]2[NH:16][N:15]=[CH:14][CH:13]=2)=[CH:8][C:5]=1[C:6]#[N:7])([O-:3])=[O:2].CS(O[CH2:22][CH2:23][NH:24]C(OC(C)(C)C)=O)(=O)=O. Given the product [NH2:24][CH2:23][CH2:22][N:15]1[CH:14]=[CH:13][C:12]([C:9]2[CH:10]=[CH:11][C:4]([N+:1]([O-:3])=[O:2])=[C:5]([CH:8]=2)[C:6]#[N:7])=[N:16]1, predict the reactants needed to synthesize it. (3) Given the product [CH3:36][N:35]([CH3:37])[C:31]1[CH:30]=[C:29]([C:22]2[N:23]=[C:24]([NH:26][CH2:27][CH3:28])[S:25][C:21]=2[C:19]2[CH:18]=[CH:17][N:16]=[C:15]([NH:13][C:10]3[CH:11]=[N:12][C:7]([N:1]4[CH2:6][CH2:5][O:4][CH2:3][CH2:2]4)=[CH:8][CH:9]=3)[N:20]=2)[CH:34]=[CH:33][CH:32]=1, predict the reactants needed to synthesize it. The reactants are: [N:1]1([C:7]2[N:12]=[CH:11][C:10]([NH2:13])=[CH:9][CH:8]=2)[CH2:6][CH2:5][O:4][CH2:3][CH2:2]1.Cl[C:15]1[N:20]=[C:19]([C:21]2[S:25][C:24]([NH:26][CH2:27][CH3:28])=[N:23][C:22]=2[C:29]2[CH:34]=[CH:33][CH:32]=[C:31]([N:35]([CH3:37])[CH3:36])[CH:30]=2)[CH:18]=[CH:17][N:16]=1. (4) Given the product [C:1]([OH:6])(=[O:5])[CH:2]([CH3:4])[OH:3].[C:7]([OH:15])(=[O:14])[C:8]([CH2:10][C:11]([OH:13])=[O:12])=[CH2:9], predict the reactants needed to synthesize it. The reactants are: [C:1]([OH:6])(=[O:5])[C@H:2]([CH3:4])[OH:3].[C:7]([OH:15])(=[O:14])[C:8]([CH2:10][C:11]([OH:13])=[O:12])=[CH2:9].OCC(CO)(CO)CO.[Sn+2]. (5) The reactants are: [CH3:1][N:2]1[C:11](=[O:12])[C:10]2[C:5](=[CH:6][CH:7]=[C:8]([C:13]([O:15][CH3:16])=[O:14])[CH:9]=2)[NH:4][C:3]1=O.P(Cl)(Cl)([Cl:20])=O.C(N(CC)C1C=CC=CC=1)C.P(Cl)(Cl)(Cl)(Cl)Cl. Given the product [Cl:20][C:3]1[N:2]([CH3:1])[C:11](=[O:12])[C:10]2[C:5](=[CH:6][CH:7]=[C:8]([C:13]([O:15][CH3:16])=[O:14])[CH:9]=2)[N:4]=1, predict the reactants needed to synthesize it. (6) The reactants are: [CH3:1][C:2]1[C:17]2[CH2:16][CH2:15][CH2:14][C:13]=2[C:5]2[O:6][CH:7]([CH2:9][N:10]=[N+]=[N-])[CH2:8][C:4]=2[CH:3]=1. Given the product [CH3:1][C:2]1[C:17]2[CH2:16][CH2:15][CH2:14][C:13]=2[C:5]2[O:6][CH:7]([CH2:9][NH2:10])[CH2:8][C:4]=2[CH:3]=1, predict the reactants needed to synthesize it. (7) Given the product [NH2:14][C:15]1[CH:23]=[CH:22][C:21]([O:24][C:25]([F:26])([F:27])[F:28])=[CH:20][C:16]=1[C:17]([NH:13][NH:12][C:5]1[CH:6]=[C:7]([C:8]#[N:9])[CH:10]=[CH:11][C:4]=1[S:3][CH2:1][CH3:2])=[O:18], predict the reactants needed to synthesize it. The reactants are: [CH2:1]([S:3][C:4]1[CH:11]=[CH:10][C:7]([C:8]#[N:9])=[CH:6][C:5]=1[NH:12][NH2:13])[CH3:2].[NH2:14][C:15]1[CH:23]=[CH:22][C:21]([O:24][C:25]([F:28])([F:27])[F:26])=[CH:20][C:16]=1[C:17](O)=[O:18].BrC1C(C)=CC(C(NNC2C=C(Cl)C=CC=2SCC)=O)=C([N+]([O-])=O)C=1. (8) Given the product [N:1]1[N:2]([C:10]2[CH:30]=[CH:29][C:13]([O:14][CH:15]([C:19]3[CH:20]=[CH:21][C:22]([C:23]([NH:40][CH2:38][CH2:33][C:31]([OH:37])=[O:32])=[O:24])=[CH:27][CH:28]=3)[CH2:16][CH2:17][CH3:18])=[CH:12][CH:11]=2)[CH:3]=[C:4]2[C:9]=1[CH2:8][CH2:7][CH2:6][CH2:5]2, predict the reactants needed to synthesize it. The reactants are: [N:1]1[N:2]([C:10]2[CH:30]=[CH:29][C:13]([O:14][CH:15]([C:19]3[CH:28]=[CH:27][C:22]([C:23](OC)=[O:24])=[CH:21][CH:20]=3)[CH2:16][CH2:17][CH3:18])=[CH:12][CH:11]=2)[CH:3]=[C:4]2[C:9]=1[CH2:8][CH2:7][CH2:6][CH2:5]2.[C:31]([OH:37])([C:33](F)(F)F)=[O:32].[C:38](#[N:40])C. (9) Given the product [C:16]1([C:22]2[C:26]3[CH:27]=[CH:28][C:29]([O:34][CH:35]([CH2:43][CH2:44][CH3:45])[CH2:36][CH2:37][S:13][C:10]4[CH:9]=[CH:8][C:7]([O:6][CH2:5][C:4]([OH:3])=[O:15])=[CH:12][CH:11]=4)=[C:30]([CH2:31][CH2:32][CH3:33])[C:25]=3[O:24][N:23]=2)[CH:17]=[CH:18][CH:19]=[CH:20][CH:21]=1, predict the reactants needed to synthesize it. The reactants are: C([O:3][C:4](=[O:15])[CH2:5][O:6][C:7]1[CH:12]=[CH:11][C:10]([SH:13])=[CH:9][C:8]=1C)C.[C:16]1([C:22]2[C:26]3[CH:27]=[CH:28][C:29]([O:34][CH:35]([CH2:43][CH2:44][CH3:45])[CH2:36][CH2:37]OS(C)(=O)=O)=[C:30]([CH2:31][CH2:32][CH3:33])[C:25]=3[O:24][N:23]=2)[CH:21]=[CH:20][CH:19]=[CH:18][CH:17]=1. (10) Given the product [F:39][C:34]1[CH:35]=[CH:36][CH:37]=[C:38]2[C:33]=1[C:32]([NH2:40])=[N:31][C:30]2([C:25]1[CH:26]=[CH:27][C:28]([F:29])=[C:23]([C:5]2[CH:4]=[C:3]([O:2][CH3:1])[CH:8]=[CH:7][N:6]=2)[CH:24]=1)[C:41]1[CH:46]=[N:45][CH:44]=[N:43][CH:42]=1, predict the reactants needed to synthesize it. The reactants are: [CH3:1][O:2][C:3]1[CH:8]=[CH:7][N:6]=[C:5]([Sn](CCCC)(CCCC)CCCC)[CH:4]=1.Br[C:23]1[CH:24]=[C:25]([C:30]2([C:41]3[CH:42]=[N:43][CH:44]=[N:45][CH:46]=3)[C:38]3[C:33](=[C:34]([F:39])[CH:35]=[CH:36][CH:37]=3)[C:32]([NH2:40])=[N:31]2)[CH:26]=[CH:27][C:28]=1[F:29].